This data is from Reaction yield outcomes from USPTO patents with 853,638 reactions. The task is: Predict the reaction yield, written as a fraction of the theoretical maximum amount of product (1.0 means a 100% yield; for example, 0.34 means a 34% yield). (1) The reactants are C(Cl)(=O)C(Cl)=O.CS(C)=O.[Br:11][C:12]1[CH:17]=[CH:16][CH:15]=[CH:14][C:13]=1[S:18]([C:21]1[CH:26]=[CH:25][C:24]([CH2:27][OH:28])=[CH:23][CH:22]=1)(=[O:20])=[O:19].C(N(CC)CC)C. The catalyst is ClCCl. The product is [Br:11][C:12]1[CH:17]=[CH:16][CH:15]=[CH:14][C:13]=1[S:18]([C:21]1[CH:22]=[CH:23][C:24]([CH:27]=[O:28])=[CH:25][CH:26]=1)(=[O:20])=[O:19]. The yield is 0.850. (2) The reactants are [CH2:1]([N:8]1[CH2:12][CH2:11][C:10]([C:14]2[CH:19]=[CH:18][C:17]([NH2:20])=[CH:16][CH:15]=2)([CH3:13])[CH2:9]1)[C:2]1[CH:7]=[CH:6][CH:5]=[CH:4][CH:3]=1.C(N(CC)CC)C.[Cl:28][C:29]1[CH:37]=[CH:36][C:32]([C:33](Cl)=[O:34])=[CH:31][CH:30]=1. The catalyst is C1COCC1.C(OCC)(=O)C. The product is [CH2:1]([N:8]1[CH2:12][CH2:11][C:10]([C:14]2[CH:19]=[CH:18][C:17]([NH:20][C:33](=[O:34])[C:32]3[CH:36]=[CH:37][C:29]([Cl:28])=[CH:30][CH:31]=3)=[CH:16][CH:15]=2)([CH3:13])[CH2:9]1)[C:2]1[CH:3]=[CH:4][CH:5]=[CH:6][CH:7]=1. The yield is 0.410. (3) The reactants are [NH2:1][CH2:2][C:3]1[CH:8]=[CH:7][C:6]([C:9]2[C:10]3[C:11]4[CH:23]=[CH:22][S:21][C:12]=4[C:13](=[O:20])[NH:14][C:15]=3[CH:16]=[CH:17][C:18]=2[OH:19])=[CH:5][CH:4]=1.[C:24](O[C:24]([O:26][C:27]([CH3:30])([CH3:29])[CH3:28])=[O:25])([O:26][C:27]([CH3:30])([CH3:29])[CH3:28])=[O:25]. No catalyst specified. The product is [OH:19][C:18]1[CH:17]=[CH:16][C:15]2[NH:14][C:13](=[O:20])[C:12]3[S:21][CH:22]=[CH:23][C:11]=3[C:10]=2[C:9]=1[C:6]1[CH:5]=[CH:4][C:3]([CH2:2][NH:1][C:24](=[O:25])[O:26][C:27]([CH3:30])([CH3:29])[CH3:28])=[CH:8][CH:7]=1. The yield is 0.360. (4) The reactants are [Br:1][C:2]1[CH:11]=[C:10]2[C:5]([C:6]3[CH:16]=[CH:15][C:14]([Br:17])=[CH:13][C:7]=3[C:8](=O)[O:9]2)=[CH:4][CH:3]=1.[Li+].[BH4-]. The catalyst is C1COCC1. The product is [Br:1][C:2]1[CH:11]=[C:10]2[C:5]([C:6]3[CH:16]=[CH:15][C:14]([Br:17])=[CH:13][C:7]=3[CH2:8][O:9]2)=[CH:4][CH:3]=1. The yield is 0.860. (5) The reactants are [NH2:1][CH2:2][CH2:3][CH2:4][S:5][C:6]1[C:16]2[CH2:15][CH2:14][N:13](C(OC(C)(C)C)=O)[CH2:12][CH2:11][C:10]=2[CH:9]=[CH:8][C:7]=1[Cl:24].C(N(CC)CC)C.[C:32](Cl)(=[O:39])[C:33]1[CH:38]=[CH:37][CH:36]=[CH:35][CH:34]=1.[F:41][C:42]([F:47])([F:46])[C:43]([OH:45])=[O:44]. The catalyst is C(Cl)Cl. The product is [F:41][C:42]([F:47])([F:46])[C:43]([OH:45])=[O:44].[C:32]([NH:1][CH2:2][CH2:3][CH2:4][S:5][C:6]1[C:16]2[CH2:15][CH2:14][NH:13][CH2:12][CH2:11][C:10]=2[CH:9]=[CH:8][C:7]=1[Cl:24])(=[O:39])[C:33]1[CH:38]=[CH:37][CH:36]=[CH:35][CH:34]=1. The yield is 0.120. (6) The reactants are C([O:8][C:9]1[CH:14]=[CH:13][C:12]([S:15]([NH:18][CH2:19][C@H:20]([N:25]2[CH2:30][CH2:29][N:28]([S:31]([CH3:34])(=[O:33])=[O:32])[CH2:27][CH2:26]2)[C:21]([O:23][CH3:24])=[O:22])(=[O:17])=[O:16])=[CH:11][CH:10]=1)C1C=CC=CC=1. The catalyst is C(O)C.O1CCOCC1.C(O)(=O)C.[Pd]. The product is [OH:8][C:9]1[CH:14]=[CH:13][C:12]([S:15]([NH:18][CH2:19][C@H:20]([N:25]2[CH2:26][CH2:27][N:28]([S:31]([CH3:34])(=[O:33])=[O:32])[CH2:29][CH2:30]2)[C:21]([O:23][CH3:24])=[O:22])(=[O:16])=[O:17])=[CH:11][CH:10]=1. The yield is 1.00.